From a dataset of Peptide-MHC class II binding affinity with 134,281 pairs from IEDB. Regression. Given a peptide amino acid sequence and an MHC pseudo amino acid sequence, predict their binding affinity value. This is MHC class II binding data. (1) The peptide sequence is LAEGIVLASAALGPL. The MHC is DRB5_0101 with pseudo-sequence DRB5_0101. The binding affinity (normalized) is 0.638. (2) The peptide sequence is AVQVTFTVQKGSDPKKLVLNIKYTRPGDSL. The MHC is DRB1_1101 with pseudo-sequence DRB1_1101. The binding affinity (normalized) is 0.706. (3) The peptide sequence is ASLMRGLSSRKRRSH. The MHC is HLA-DQA10201-DQB10402 with pseudo-sequence HLA-DQA10201-DQB10402. The binding affinity (normalized) is 0.393. (4) The peptide sequence is MLEKTKEDLFGKKNL. The MHC is HLA-DQA10601-DQB10402 with pseudo-sequence HLA-DQA10601-DQB10402. The binding affinity (normalized) is 0.